From a dataset of Full USPTO retrosynthesis dataset with 1.9M reactions from patents (1976-2016). Predict the reactants needed to synthesize the given product. (1) The reactants are: [Cl:1][C:2]1[CH:16]=[CH:15][CH:14]=[CH:13][C:3]=1[O:4][C:5]1[CH:12]=[CH:11][C:8]([CH:9]=O)=[CH:7][CH:6]=1.[NH2:17][C:18]1[CH:19]=[C:20]([CH:26]=[CH:27][C:28]=1[NH2:29])[C:21]([O:23][CH2:24][CH3:25])=[O:22]. Given the product [Cl:1][C:2]1[CH:16]=[CH:15][CH:14]=[CH:13][C:3]=1[O:4][C:5]1[CH:12]=[CH:11][C:8]([C:9]2[NH:17][C:18]3[CH:19]=[C:20]([C:21]([O:23][CH2:24][CH3:25])=[O:22])[CH:26]=[CH:27][C:28]=3[N:29]=2)=[CH:7][CH:6]=1, predict the reactants needed to synthesize it. (2) Given the product [I:21][C:4]1[CH:6]=[C:7]([C:10]([F:13])([F:12])[F:11])[CH:8]=[CH:9][C:3]=1[O:2][CH3:1], predict the reactants needed to synthesize it. The reactants are: [CH3:1][O:2][C:3]1[CH:9]=[CH:8][C:7]([C:10]([F:13])([F:12])[F:11])=[CH:6][C:4]=1N.N(OC(C)(C)C)=O.[I:21]I.